From a dataset of Catalyst prediction with 721,799 reactions and 888 catalyst types from USPTO. Predict which catalyst facilitates the given reaction. (1) Reactant: [CH3:1][N:2]1[CH2:7][CH2:6][CH:5]([CH2:8][O:9][C:10]2[CH:19]=[C:18]3[C:13]([C:14]([OH:20])=[N:15][CH:16]=[N:17]3)=[CH:12][C:11]=2[OH:21])[CH2:4][CH2:3]1.[C:22](O[C:22](=[O:29])[C:23]1[CH:28]=[CH:27][CH:26]=[CH:25][CH:24]=1)(=[O:29])[C:23]1[CH:28]=[CH:27][CH:26]=[CH:25][CH:24]=1.C1(OC2C=CC=CC=2)C=CC=CC=1.C(OCC)C. Product: [C:22]([O:21][C:11]1[CH:12]=[C:13]2[C:18](=[CH:19][C:10]=1[O:9][CH2:8][CH:5]1[CH2:6][CH2:7][N:2]([CH3:1])[CH2:3][CH2:4]1)[N:17]=[CH:16][N:15]=[C:14]2[OH:20])(=[O:29])[C:23]1[CH:28]=[CH:27][CH:26]=[CH:25][CH:24]=1. The catalyst class is: 81. (2) The catalyst class is: 25. Product: [OH:6][C@H:5]([CH2:4][OH:3])[CH2:7][O:8][NH:9][C:10](=[O:28])[C:11]1[CH:16]=[CH:15][C:14]([F:17])=[C:13]([F:18])[C:12]=1[NH:19][C:20]1[CH:25]=[CH:24][C:23]([I:26])=[CH:22][C:21]=1[F:27]. Reactant: CC1(C)[O:6][C@@H:5]([CH2:7][O:8][NH:9][C:10](=[O:28])[C:11]2[CH:16]=[CH:15][C:14]([F:17])=[C:13]([F:18])[C:12]=2[NH:19][C:20]2[CH:25]=[CH:24][C:23]([I:26])=[CH:22][C:21]=2[F:27])[CH2:4][O:3]1.CO.O.CC1C=CC(S(O)(=O)=O)=CC=1.O. (3) Reactant: [NH2:1][C:2]1[CH:6]=[C:5]([C:7]2[CH:12]=[CH:11][C:10]([Cl:13])=[CH:9][CH:8]=2)[S:4][C:3]=1[C:14]([OH:16])=O.CN(C(ON1N=NC2C=CC=NC1=2)=[N+](C)C)C.F[P-](F)(F)(F)(F)F.CCN(C(C)C)C(C)C.[NH2:50][C:51]1[CH:56]=[CH:55][C:54]([N:57]2[CH2:61][CH2:60][C@@H:59]([OH:62])[CH2:58]2)=[C:53]([O:63][CH3:64])[CH:52]=1.C([O-])(O)=O.[Na+]. Product: [NH2:1][C:2]1[CH:6]=[C:5]([C:7]2[CH:8]=[CH:9][C:10]([Cl:13])=[CH:11][CH:12]=2)[S:4][C:3]=1[C:14]([NH:50][C:51]1[CH:56]=[CH:55][C:54]([N:57]2[CH2:61][CH2:60][C@@H:59]([OH:62])[CH2:58]2)=[C:53]([O:63][CH3:64])[CH:52]=1)=[O:16]. The catalyst class is: 179. (4) Reactant: [Cl:1][C:2]1[CH:7]=[CH:6][C:5]([C@H:8]([NH:11][S@@:12]([C:14]([CH3:17])([CH3:16])[CH3:15])=[O:13])[CH2:9][CH3:10])=[C:4]([F:18])[C:3]=1[O:19][C:20]1[CH:25]=[CH:24][C:23]([NH2:26])=[C:22]([CH3:27])[CH:21]=1.[C:28](Cl)(=[O:30])[CH3:29].C(N(CC)CC)C.C(=O)([O-])O.[Na+]. Product: [Cl:1][C:2]1[C:3]([O:19][C:20]2[CH:25]=[CH:24][C:23]([NH:26][C:28](=[O:30])[CH3:29])=[C:22]([CH3:27])[CH:21]=2)=[C:4]([F:18])[C:5]([C@H:8]([NH:11][S@@:12]([C:14]([CH3:17])([CH3:16])[CH3:15])=[O:13])[CH2:9][CH3:10])=[CH:6][CH:7]=1. The catalyst class is: 2. (5) Reactant: [N+]([C:4]1[CH:14]=[CH:13][C:7]2[NH:8][S:9](=[O:12])(=[O:11])[O:10][C:6]=2[CH:5]=1)([O-])=O.[CH3:15]O. Product: [CH3:15][C:4]1[CH:14]=[CH:13][C:7]2[NH:8][S:9](=[O:12])(=[O:11])[O:10][C:6]=2[CH:5]=1. The catalyst class is: 45.